This data is from Full USPTO retrosynthesis dataset with 1.9M reactions from patents (1976-2016). The task is: Predict the reactants needed to synthesize the given product. (1) Given the product [Cl:11][C:12]1[CH:17]=[CH:16][N:15]=[C:14]([S:1][CH2:2][CH2:3][CH2:4][CH2:5][CH2:6][CH2:7][OH:8])[N:13]=1, predict the reactants needed to synthesize it. The reactants are: [SH:1][CH2:2][CH2:3][CH2:4][CH2:5][CH2:6][CH2:7][OH:8].[H-].[Na+].[Cl:11][C:12]1[CH:17]=[CH:16][N:15]=[C:14](S(C)(=O)=O)[N:13]=1. (2) Given the product [NH2:17][CH2:6][C@H:7]1[CH2:16][CH2:15][C:14]2[C:9](=[CH:10][CH:11]=[CH:12][CH:13]=2)[O:8]1, predict the reactants needed to synthesize it. The reactants are: CS(O[CH2:6][C@H:7]1[CH2:16][CH2:15][C:14]2[C:9](=[CH:10][CH:11]=[CH:12][CH:13]=2)[O:8]1)(=O)=O.[NH3:17].Cl.